From a dataset of NCI-60 drug combinations with 297,098 pairs across 59 cell lines. Regression. Given two drug SMILES strings and cell line genomic features, predict the synergy score measuring deviation from expected non-interaction effect. (1) Synergy scores: CSS=51.2, Synergy_ZIP=-4.91, Synergy_Bliss=-3.23, Synergy_Loewe=-23.5, Synergy_HSA=-0.448. Drug 1: C1C(C(OC1N2C=NC3=C(N=C(N=C32)Cl)N)CO)O. Drug 2: C1=NC2=C(N=C(N=C2N1C3C(C(C(O3)CO)O)O)F)N. Cell line: M14. (2) Drug 1: CC1=C2C(C(=O)C3(C(CC4C(C3C(C(C2(C)C)(CC1OC(=O)C(C(C5=CC=CC=C5)NC(=O)OC(C)(C)C)O)O)OC(=O)C6=CC=CC=C6)(CO4)OC(=O)C)OC)C)OC. Drug 2: C1=NC2=C(N=C(N=C2N1C3C(C(C(O3)CO)O)F)Cl)N. Cell line: RXF 393. Synergy scores: CSS=51.4, Synergy_ZIP=11.8, Synergy_Bliss=15.1, Synergy_Loewe=3.98, Synergy_HSA=17.9. (3) Drug 1: C1CCN(CC1)CCOC2=CC=C(C=C2)C(=O)C3=C(SC4=C3C=CC(=C4)O)C5=CC=C(C=C5)O. Drug 2: C1CC(C1)(C(=O)O)C(=O)O.[NH2-].[NH2-].[Pt+2]. Cell line: KM12. Synergy scores: CSS=-0.828, Synergy_ZIP=-0.996, Synergy_Bliss=0.902, Synergy_Loewe=-4.52, Synergy_HSA=-4.64. (4) Drug 1: CN1C(=O)N2C=NC(=C2N=N1)C(=O)N. Drug 2: CC1=C(C=C(C=C1)NC(=O)C2=CC=C(C=C2)CN3CCN(CC3)C)NC4=NC=CC(=N4)C5=CN=CC=C5. Cell line: ACHN. Synergy scores: CSS=-2.63, Synergy_ZIP=0.393, Synergy_Bliss=-3.64, Synergy_Loewe=-6.90, Synergy_HSA=-5.91. (5) Drug 1: CC(C)(C#N)C1=CC(=CC(=C1)CN2C=NC=N2)C(C)(C)C#N. Drug 2: B(C(CC(C)C)NC(=O)C(CC1=CC=CC=C1)NC(=O)C2=NC=CN=C2)(O)O. Cell line: TK-10. Synergy scores: CSS=53.2, Synergy_ZIP=0.232, Synergy_Bliss=-3.01, Synergy_Loewe=-19.0, Synergy_HSA=-3.06. (6) Drug 1: C1=CC=C(C=C1)NC(=O)CCCCCCC(=O)NO. Drug 2: C1CN(CCN1C(=O)CCBr)C(=O)CCBr. Cell line: CCRF-CEM. Synergy scores: CSS=59.7, Synergy_ZIP=-0.541, Synergy_Bliss=-1.15, Synergy_Loewe=-6.22, Synergy_HSA=2.61. (7) Drug 1: C1CCC(CC1)NC(=O)N(CCCl)N=O. Drug 2: CC1CCC2CC(C(=CC=CC=CC(CC(C(=O)C(C(C(=CC(C(=O)CC(OC(=O)C3CCCCN3C(=O)C(=O)C1(O2)O)C(C)CC4CCC(C(C4)OC)O)C)C)O)OC)C)C)C)OC. Cell line: A549. Synergy scores: CSS=30.0, Synergy_ZIP=-8.14, Synergy_Bliss=-8.78, Synergy_Loewe=-10.8, Synergy_HSA=-3.60. (8) Drug 1: C1CCC(C1)C(CC#N)N2C=C(C=N2)C3=C4C=CNC4=NC=N3. Drug 2: C1C(C(OC1N2C=C(C(=O)NC2=O)F)CO)O. Cell line: LOX IMVI. Synergy scores: CSS=61.8, Synergy_ZIP=6.68, Synergy_Bliss=5.22, Synergy_Loewe=-4.08, Synergy_HSA=7.71.